From a dataset of Reaction yield outcomes from USPTO patents with 853,638 reactions. Predict the reaction yield, written as a fraction of the theoretical maximum amount of product (1.0 means a 100% yield; for example, 0.34 means a 34% yield). The reactants are [F:1][C:2]([F:17])([F:16])[C:3]1[CH:8]=[CH:7][C:6]([C:9]2[S:10][C:11]([CH2:14]O)=[CH:12][N:13]=2)=[CH:5][CH:4]=1.CCN(CC)CC.CS([Cl:29])(=O)=O.CCCCCCC.CCOC(C)=O. The catalyst is C(Cl)Cl. The product is [Cl:29][CH2:14][C:11]1[S:10][C:9]([C:6]2[CH:7]=[CH:8][C:3]([C:2]([F:17])([F:16])[F:1])=[CH:4][CH:5]=2)=[N:13][CH:12]=1. The yield is 0.950.